This data is from Reaction yield outcomes from USPTO patents with 853,638 reactions. The task is: Predict the reaction yield, written as a fraction of the theoretical maximum amount of product (1.0 means a 100% yield; for example, 0.34 means a 34% yield). (1) The reactants are C(O[C:6]([N:8]1[CH2:12][CH2:11][CH2:10][CH:9]1[C:13]1[NH:14][C:15]([C:18]2[S:22][CH:21]3[CH:23]=[C:24]([Br:26])[S:25][CH:20]3[CH:19]=2)=[CH:16][N:17]=1)=[O:7])(C)(C)C.Cl.[CH3:28][O:29][C:30]([NH:32][CH:33]([CH:37]([CH3:39])[CH3:38])C(O)=O)=[O:31].CN(C(ON1N=NC2C=CC=NC1=2)=[N+](C)C)C.F[P-](F)(F)(F)(F)F.CCN(C(C)C)C(C)C. The catalyst is C(Cl)Cl.CCOC(C)=O.CN(C=O)C. The product is [CH3:28][O:29][C:30](=[O:31])[NH:32][CH:33]([C:6]([N:8]1[CH2:12][CH2:11][CH2:10][CH:9]1[C:13]1[NH:14][C:15]([C:18]2[S:22][CH:21]3[CH:23]=[C:24]([Br:26])[S:25][CH:20]3[CH:19]=2)=[CH:16][N:17]=1)=[O:7])[CH:37]([CH3:39])[CH3:38]. The yield is 0.900. (2) The reactants are [Cl:1][C:2]1[C:3]([NH:16][CH:17]2[CH2:24][CH:20]3[CH2:21][NH:22][CH2:23][CH:19]3[CH2:18]2)=[N:4][C:5]([NH:8][C:9]2[CH:13]=[C:12]([CH3:14])[N:11]([CH3:15])[N:10]=2)=[N:6][CH:7]=1.[C:25]([CH2:27][C:28](O)=[O:29])#[N:26].CN(C(ON1N=NC2C=CC=NC1=2)=[N+](C)C)C.F[P-](F)(F)(F)(F)F.CCN(CC)CC. The catalyst is C(Cl)Cl.CN(C=O)C. The product is [Cl:1][C:2]1[C:3]([NH:16][CH:17]2[CH2:24][CH:20]3[CH2:21][N:22]([C:28](=[O:29])[CH2:27][C:25]#[N:26])[CH2:23][CH:19]3[CH2:18]2)=[N:4][C:5]([NH:8][C:9]2[CH:13]=[C:12]([CH3:14])[N:11]([CH3:15])[N:10]=2)=[N:6][CH:7]=1. The yield is 0.731. (3) The reactants are [CH3:1][N:2]1[CH2:7][CH2:6][N:5]([CH2:8][CH:9]([C:11]2[CH:16]=[CH:15][CH:14]=[CH:13][CH:12]=2)[OH:10])[CH2:4][CH2:3]1.[F:17][C:18]([F:27])([F:26])[C:19]1[CH:24]=[CH:23][C:22](O)=[CH:21][CH:20]=1.C1(P(C2C=CC=CC=2)C2C=CC=CC=2)C=CC=CC=1.CC(OC(/N=N/C(OC(C)C)=O)=O)C. The catalyst is C1COCC1. The product is [CH3:1][N:2]1[CH2:7][CH2:6][N:5]([CH2:8][CH:9]([C:11]2[CH:16]=[CH:15][CH:14]=[CH:13][CH:12]=2)[O:10][C:22]2[CH:23]=[CH:24][C:19]([C:18]([F:27])([F:26])[F:17])=[CH:20][CH:21]=2)[CH2:4][CH2:3]1. The yield is 0.840. (4) The reactants are Cl.[Cl:2][C:3]1[CH:4]=[C:5]([C:13]2[N:18]=[CH:17][N:16]=[C:15]([NH:19][CH2:20][C@H:21]([NH:28]C(=O)OC(C)(C)C)[C:22]3[CH:27]=[CH:26][CH:25]=[CH:24][CH:23]=3)[CH:14]=2)[CH:6]=[CH:7][C:8]=1[C:9]([F:12])([F:11])[F:10]. The catalyst is C(Cl)Cl. The product is [ClH:2].[Cl:2][C:3]1[CH:4]=[C:5]([C:13]2[N:18]=[CH:17][N:16]=[C:15]([NH:19][CH2:20][C@@H:21]([C:22]3[CH:27]=[CH:26][CH:25]=[CH:24][CH:23]=3)[NH2:28])[CH:14]=2)[CH:6]=[CH:7][C:8]=1[C:9]([F:11])([F:10])[F:12]. The yield is 0.790. (5) The reactants are [CH2:1]([C:8]1[C:13](=[O:14])[N:12]2[CH2:15][CH2:16][CH2:17][CH2:18][C:11]2=[N:10][C:9]=1[CH:19](O)[CH:20]([CH3:22])[CH3:21])[C:2]1[CH:7]=[CH:6][CH:5]=[CH:4][CH:3]=1.[C:24]1(=[O:34])[NH:28][C:27](=[O:29])[C:26]2=[CH:30][CH:31]=[CH:32][CH:33]=[C:25]12.C1(P(C2C=CC=CC=2)C2C=CC=CC=2)C=CC=CC=1.CC(OC(/N=N/C(OC(C)C)=O)=O)C. The catalyst is O1CCCC1. The product is [CH2:1]([C:8]1[C:13](=[O:14])[N:12]2[CH2:15][CH2:16][CH2:17][CH2:18][C:11]2=[N:10][C:9]=1[CH:19]([N:28]1[C:24](=[O:34])[C:25]2[C:26](=[CH:30][CH:31]=[CH:32][CH:33]=2)[C:27]1=[O:29])[CH:20]([CH3:22])[CH3:21])[C:2]1[CH:7]=[CH:6][CH:5]=[CH:4][CH:3]=1. The yield is 0.440.